From a dataset of Full USPTO retrosynthesis dataset with 1.9M reactions from patents (1976-2016). Predict the reactants needed to synthesize the given product. (1) Given the product [Br:1][C:2]1[CH:3]=[N:4][CH:5]=[C:6]([CH:8]2[CH2:13][C:12]([CH3:27])([S:14]([C:17]3[CH:22]=[CH:21][CH:20]=[C:19]([C:23]([F:26])([F:24])[F:25])[CH:18]=3)(=[O:15])=[O:16])[CH2:11][CH2:10][O:9]2)[CH:7]=1, predict the reactants needed to synthesize it. The reactants are: [Br:1][C:2]1[CH:3]=[N:4][CH:5]=[C:6]([CH:8]2[CH2:13][CH:12]([S:14]([C:17]3[CH:22]=[CH:21][CH:20]=[C:19]([C:23]([F:26])([F:25])[F:24])[CH:18]=3)(=[O:16])=[O:15])[CH2:11][CH2:10][O:9]2)[CH:7]=1.[CH3:27]C([O-])(C)C.[K+].C1OCCOCCOCCOCCOCCOC1. (2) Given the product [Cl:1][C:2]1[CH:10]=[C:9]([C:11]2[CH2:15][C:14]([C:20]3[CH:21]=[C:22]([Cl:27])[CH:23]=[C:24]([Cl:26])[CH:25]=3)([C:16]([F:19])([F:18])[F:17])[O:13][N:12]=2)[CH:8]=[CH:7][C:3]=1[C:4]([NH:5][OH:6])=[N:39][CH2:38][C:37]([F:41])([F:40])[F:36], predict the reactants needed to synthesize it. The reactants are: [Cl:1][C:2]1[CH:10]=[C:9]([C:11]2[CH2:15][C:14]([C:20]3[CH:25]=[C:24]([Cl:26])[CH:23]=[C:22]([Cl:27])[CH:21]=3)([C:16]([F:19])([F:18])[F:17])[O:13][N:12]=2)[CH:8]=[CH:7][C:3]=1[CH:4]=[N:5][OH:6].ClN1C(=O)CCC1=O.[F:36][C:37]([F:41])([F:40])[CH2:38][NH2:39].C(N(CC)CC)C. (3) Given the product [Cl:21][C:18]1[CH:17]=[CH:16][C:15]([C:7]2[S:6][C:5]3[C:3](=[O:4])[N:12]([CH2:14][C:35]4[CH:34]=[CH:31][CH:30]=[C:29]([N:26]5[CH2:27][CH2:28][N:23]([CH3:22])[CH2:24][CH2:25]5)[CH:36]=4)[CH:11]=[N:10][C:9]=3[CH:8]=2)=[CH:20][CH:19]=1, predict the reactants needed to synthesize it. The reactants are: CO[C:3]([C:5]1[S:6][C:7]([C:15]2[CH:20]=[CH:19][C:18]([Cl:21])=[CH:17][CH:16]=2)=[CH:8][C:9]=1[N:10]=[CH:11][N:12]([CH3:14])C)=[O:4].[CH3:22][N:23]1[CH2:28][CH2:27][N:26]([C:29]2[CH:30]=[C:31]([CH:34]=[CH:35][CH:36]=2)CN)[CH2:25][CH2:24]1.C1(O)C=CC=CC=1. (4) Given the product [OH:30][C@@H:16]1[CH2:15][C@H:14]([OH:31])[C@H:13]([CH2:12]/[CH:11]=[CH:10]\[CH2:9][CH2:8][CH2:7][C:5]([O:4][CH2:2][CH:1]([CH2:55][C:50]#[CH:51])[CH2:35][C:32]#[CH:33])=[O:6])[C@H:17]1[CH2:18][CH2:19][C@@H:20]([OH:29])[CH2:21][CH2:22][C:23]1[CH:24]=[CH:25][CH:26]=[CH:27][CH:28]=1, predict the reactants needed to synthesize it. The reactants are: [CH3:1][CH:2]([O:4][C:5]([CH2:7][CH2:8][CH2:9]/[CH:10]=[CH:11]\[CH2:12][C@@H:13]1[C@@H:17]([CH2:18][CH2:19][C@@H:20]([OH:29])[CH2:21][CH2:22][C:23]2[CH:28]=[CH:27][CH:26]=[CH:25][CH:24]=2)[C@H:16]([OH:30])[CH2:15][C@@H:14]1[OH:31])=[O:6])C.[CH2:32]([CH:35](CC#C)CO)[C:33]#C.CN(C(ON1N=N[C:51]2C=CC=[CH:55][C:50]1=2)=[N+](C)C)C.F[P-](F)(F)(F)(F)F.C(N(CC)CC)C. (5) Given the product [NH2:10][C:6]1[C:7]([NH2:8])=[C:2]([F:1])[CH:3]=[CH:4][C:5]=1[S:11]([NH:14][C:15]1[CH:25]=[CH:24][C:18]([C:19]([O:21][CH2:22][CH3:23])=[O:20])=[CH:17][CH:16]=1)(=[O:12])=[O:13], predict the reactants needed to synthesize it. The reactants are: [F:1][C:2]1[C:7]2=[N:8]S[N:10]=[C:6]2[C:5]([S:11]([NH:14][C:15]2[CH:25]=[CH:24][C:18]([C:19]([O:21][CH2:22][CH3:23])=[O:20])=[CH:17][CH:16]=2)(=[O:13])=[O:12])=[CH:4][CH:3]=1.